Dataset: Forward reaction prediction with 1.9M reactions from USPTO patents (1976-2016). Task: Predict the product of the given reaction. (1) The product is: [NH2:1][C:2]1[N:3]=[CH:4][C:5]2[C:10](=[CH:9][CH:8]=[C:7]([C:12]3[CH:13]=[C:14]([CH:18]=[CH:19][C:20]=3[CH3:21])[C:15]([NH:23][C:24]3[S:25][C:26]([CH3:30])=[C:27]([CH3:29])[N:28]=3)=[O:16])[CH:6]=2)[N:11]=1. Given the reactants [NH2:1][C:2]1[N:11]=[CH:10][C:9]2[C:4](=[CH:5][CH:6]=[C:7]([C:12]3[CH:13]=[C:14]([CH:18]=[CH:19][C:20]=3[CH3:21])[C:15](O)=[O:16])[CH:8]=2)[N:3]=1.Cl.[NH2:23][C:24]1[S:25][C:26]([CH3:30])=[C:27]([CH3:29])[N:28]=1.C(N(CC)CC)C, predict the reaction product. (2) Given the reactants [O:1]1[CH2:5][CH2:4][CH2:3][CH:2]1[C:6]([O:8][CH2:9][CH3:10])=[O:7].C[Si]([N-][Si](C)(C)C)(C)C.[Na+].[C:21]([Si:25]([C:41]1[CH:46]=[CH:45][CH:44]=[CH:43][CH:42]=1)([C:35]1[CH:40]=[CH:39][CH:38]=[CH:37][CH:36]=1)[O:26][C:27]1[CH:28]=[CH:29][C:30]([CH2:33]I)=[N:31][CH:32]=1)([CH3:24])([CH3:23])[CH3:22], predict the reaction product. The product is: [Si:25]([O:26][C:27]1[CH:28]=[CH:29][C:30]([CH2:33][C:2]2([C:6]([O:8][CH2:9][CH3:10])=[O:7])[CH2:3][CH2:4][CH2:5][O:1]2)=[N:31][CH:32]=1)([C:21]([CH3:22])([CH3:23])[CH3:24])([C:35]1[CH:40]=[CH:39][CH:38]=[CH:37][CH:36]=1)[C:41]1[CH:42]=[CH:43][CH:44]=[CH:45][CH:46]=1.